Dataset: NCI-60 drug combinations with 297,098 pairs across 59 cell lines. Task: Regression. Given two drug SMILES strings and cell line genomic features, predict the synergy score measuring deviation from expected non-interaction effect. (1) Drug 1: CN1C(=O)N2C=NC(=C2N=N1)C(=O)N. Drug 2: CC12CCC3C(C1CCC2O)C(CC4=C3C=CC(=C4)O)CCCCCCCCCS(=O)CCCC(C(F)(F)F)(F)F. Cell line: K-562. Synergy scores: CSS=25.2, Synergy_ZIP=-4.57, Synergy_Bliss=-4.44, Synergy_Loewe=-4.00, Synergy_HSA=-1.54. (2) Drug 1: C1C(C(OC1N2C=NC3=C(N=C(N=C32)Cl)N)CO)O. Drug 2: CC1=C(C(CCC1)(C)C)C=CC(=CC=CC(=CC(=O)O)C)C. Synergy scores: CSS=23.2, Synergy_ZIP=4.10, Synergy_Bliss=4.21, Synergy_Loewe=-27.0, Synergy_HSA=-0.272. Cell line: SNB-19. (3) Drug 1: C1CN(CCN1C(=O)CCBr)C(=O)CCBr. Drug 2: CS(=O)(=O)OCCCCOS(=O)(=O)C. Cell line: CCRF-CEM. Synergy scores: CSS=75.2, Synergy_ZIP=-5.49, Synergy_Bliss=-3.85, Synergy_Loewe=-2.18, Synergy_HSA=0.226. (4) Drug 1: CC1=C2C(C(=O)C3(C(CC4C(C3C(C(C2(C)C)(CC1OC(=O)C(C(C5=CC=CC=C5)NC(=O)OC(C)(C)C)O)O)OC(=O)C6=CC=CC=C6)(CO4)OC(=O)C)O)C)O. Drug 2: CCN(CC)CCNC(=O)C1=C(NC(=C1C)C=C2C3=C(C=CC(=C3)F)NC2=O)C. Cell line: IGROV1. Synergy scores: CSS=12.6, Synergy_ZIP=3.81, Synergy_Bliss=7.56, Synergy_Loewe=8.24, Synergy_HSA=8.07. (5) Drug 1: CCC1=C2CN3C(=CC4=C(C3=O)COC(=O)C4(CC)O)C2=NC5=C1C=C(C=C5)O. Drug 2: C1CN1C2=NC(=NC(=N2)N3CC3)N4CC4. Cell line: M14. Synergy scores: CSS=35.9, Synergy_ZIP=-6.20, Synergy_Bliss=-0.152, Synergy_Loewe=-8.44, Synergy_HSA=1.69. (6) Drug 1: C1CCC(CC1)NC(=O)N(CCCl)N=O. Drug 2: CN1C2=C(C=C(C=C2)N(CCCl)CCCl)N=C1CCCC(=O)O.Cl. Cell line: MOLT-4. Synergy scores: CSS=46.5, Synergy_ZIP=5.67, Synergy_Bliss=3.02, Synergy_Loewe=-9.73, Synergy_HSA=3.99. (7) Drug 1: CNC(=O)C1=CC=CC=C1SC2=CC3=C(C=C2)C(=NN3)C=CC4=CC=CC=N4. Drug 2: CC1CCCC2(C(O2)CC(NC(=O)CC(C(C(=O)C(C1O)C)(C)C)O)C(=CC3=CSC(=N3)C)C)C. Cell line: SF-539. Synergy scores: CSS=13.1, Synergy_ZIP=-0.289, Synergy_Bliss=0.967, Synergy_Loewe=2.42, Synergy_HSA=2.78. (8) Drug 1: CC1CCC2CC(C(=CC=CC=CC(CC(C(=O)C(C(C(=CC(C(=O)CC(OC(=O)C3CCCCN3C(=O)C(=O)C1(O2)O)C(C)CC4CCC(C(C4)OC)OCCO)C)C)O)OC)C)C)C)OC. Drug 2: C1C(C(OC1N2C=NC(=NC2=O)N)CO)O. Cell line: NCIH23. Synergy scores: CSS=4.37, Synergy_ZIP=-2.62, Synergy_Bliss=1.23, Synergy_Loewe=-5.41, Synergy_HSA=-2.45.